Task: Predict the reactants needed to synthesize the given product.. Dataset: Retrosynthesis with 50K atom-mapped reactions and 10 reaction types from USPTO (1) Given the product CCOC(=O)CN(C)S(=O)(=O)Cc1cccc(C(F)(F)F)c1, predict the reactants needed to synthesize it. The reactants are: CCOC(=O)CNC.O=S(=O)(Cl)Cc1cccc(C(F)(F)F)c1. (2) Given the product COc1cc(N)c2nc(OCc3ccc(Cl)cc3)ccc2c1, predict the reactants needed to synthesize it. The reactants are: COc1cc([N+](=O)[O-])c2nc(OCc3ccc(Cl)cc3)ccc2c1. (3) Given the product Cc1oc(-c2ccccc2)nc1CCO, predict the reactants needed to synthesize it. The reactants are: COC(=O)Cc1nc(-c2ccccc2)oc1C. (4) Given the product c1ccc(CC2c3ccccc3Sc3ccccc32)cc1, predict the reactants needed to synthesize it. The reactants are: C(=C1c2ccccc2Sc2ccccc21)c1ccccc1. (5) The reactants are: COC(=O)[C@@H]1C[C@H](N)CN1C(=O)OCc1ccccc1.C[C@@H](C(=O)N[C@H](C(=O)N1Cc2cc(C(=O)O)ccc2C[C@H]1C(=O)N[C@@H]1CCCc2ccccc21)C(C)(C)C)N(C)C(=O)OC(C)(C)C. Given the product COC(=O)[C@@H]1C[C@H](NC(=O)c2ccc3c(c2)CN(C(=O)[C@@H](NC(=O)[C@H](C)N(C)C(=O)OC(C)(C)C)C(C)(C)C)[C@H](C(=O)N[C@@H]2CCCc4ccccc42)C3)CN1C(=O)OCc1ccccc1, predict the reactants needed to synthesize it. (6) Given the product CC(C)(C)Cn1c(Cn2ccnc2)cc2cnc(C#N)nc21, predict the reactants needed to synthesize it. The reactants are: C#CCn1ccnc1.CC(C)(C)CNc1nc(C#N)ncc1Br. (7) Given the product CN(C)c1ccc(C(=O)NC2CCN(C(c3ccccc3)c3ccccc3)CC2)c([N+](=O)[O-])c1, predict the reactants needed to synthesize it. The reactants are: CN(C)c1ccc(C(=O)O)c([N+](=O)[O-])c1.NC1CCN(C(c2ccccc2)c2ccccc2)CC1. (8) Given the product O=C(c1ccc(-c2ccccc2)cc1)N1CCc2ccoc2C1, predict the reactants needed to synthesize it. The reactants are: O=C(Cl)c1ccc(-c2ccccc2)cc1.c1cc2c(o1)CNCC2. (9) Given the product Cc1ccccc1-c1ccc(CN2CCN(C(=O)OC(C)(C)C)CC2)nc1C, predict the reactants needed to synthesize it. The reactants are: Cc1ccccc1B(O)O.Cc1nc(CN2CCN(C(=O)OC(C)(C)C)CC2)ccc1Br. (10) The reactants are: COCCOCCBr.COc1cc(C(C)(C)C)c(O)cc1C(C)(C)C. Given the product COCCOCCOc1cc(C(C)(C)C)c(OC)cc1C(C)(C)C, predict the reactants needed to synthesize it.